Dataset: Full USPTO retrosynthesis dataset with 1.9M reactions from patents (1976-2016). Task: Predict the reactants needed to synthesize the given product. (1) Given the product [C:1]([O:4][CH2:5][CH:6]([OH:26])[C@@H:7]([NH:15][C:16]([O:18][CH2:19][C:20]1[CH:25]=[CH:24][CH:23]=[CH:22][CH:21]=1)=[O:17])[CH2:8][C:9]1[CH:14]=[CH:13][CH:12]=[CH:11][CH:10]=1)(=[O:3])[CH3:2], predict the reactants needed to synthesize it. The reactants are: [C:1]([O:4][CH:5](SC)[C:6](=[O:26])[C@@H:7]([NH:15][C:16]([O:18][CH2:19][C:20]1[CH:25]=[CH:24][CH:23]=[CH:22][CH:21]=1)=[O:17])[CH2:8][C:9]1[CH:14]=[CH:13][CH:12]=[CH:11][CH:10]=1)(=[O:3])[CH3:2].[BH4-].[Na+].Cl. (2) Given the product [CH:10]([Si:9]([CH:16]([CH3:18])[CH3:17])([CH:13]([CH3:15])[CH3:14])[O:3][C:1]([C:4]1[S:5][CH:6]=[CH:7][CH:8]=1)=[CH2:2])([CH3:12])[CH3:11], predict the reactants needed to synthesize it. The reactants are: [C:1]([C:4]1[S:5][CH:6]=[CH:7][CH:8]=1)(=[O:3])[CH3:2].[Si:9](OS(C(F)(F)F)(=O)=O)([CH:16]([CH3:18])[CH3:17])([CH:13]([CH3:15])[CH3:14])[CH:10]([CH3:12])[CH3:11].CCN(C(C)C)C(C)C. (3) Given the product [N:16]1[CH:17]=[CH:18][CH:19]=[C:14]([CH2:13][C:20]([O:21][CH3:22])=[O:23])[N:15]=1, predict the reactants needed to synthesize it. The reactants are: C(NC(C)C)(C)C.C([Li])CCC.[CH3:13][C:14]1[N:15]=[N:16][CH:17]=[CH:18][CH:19]=1.[C:20](=O)([O:23]C)[O:21][CH3:22].[NH4+].[Cl-]. (4) Given the product [CH3:1][O:2][C:3]1[CH:4]=[C:5]([CH:34]=[CH:35][C:36]=1[O:37][CH3:38])[CH2:6][CH:7]1[C:13]2[CH:14]=[C:15]([O:20][CH:40]([CH3:42])[CH3:41])[C:16]([O:18][CH3:19])=[CH:17][C:12]=2[CH2:11][CH2:10][CH2:9][N:8]1[CH2:21][C:22]([NH:24][CH:25]1[C:33]2[C:28](=[CH:29][CH:30]=[CH:31][CH:32]=2)[CH2:27][CH2:26]1)=[O:23], predict the reactants needed to synthesize it. The reactants are: [CH3:1][O:2][C:3]1[CH:4]=[C:5]([CH:34]=[CH:35][C:36]=1[O:37][CH3:38])[CH2:6][CH:7]1[C:13]2[CH:14]=[C:15]([OH:20])[C:16]([O:18][CH3:19])=[CH:17][C:12]=2[CH2:11][CH2:10][CH2:9][N:8]1[CH2:21][C:22]([NH:24][CH:25]1[C:33]2[C:28](=[CH:29][CH:30]=[CH:31][CH:32]=2)[CH2:27][CH2:26]1)=[O:23].Br[CH:40]([CH3:42])[CH3:41].